Dataset: Forward reaction prediction with 1.9M reactions from USPTO patents (1976-2016). Task: Predict the product of the given reaction. Given the reactants [C:1]1([S:7]([NH:10][C:11]([C:13]2[C:14](Cl)=[N:15][C:16]([C:19]3[CH:24]=[C:23]([O:25][CH2:26][CH:27]([CH3:29])[CH3:28])[CH:22]=[C:21]([F:30])[CH:20]=3)=[CH:17][CH:18]=2)=[O:12])(=[O:9])=[O:8])[CH:6]=[CH:5][CH:4]=[CH:3][CH:2]=1.C(=O)([O-])[O-].[K+].[K+].[CH3:38][C:39]1([CH3:45])[CH2:43][C@H:42]([CH3:44])[CH2:41][NH:40]1.Cl, predict the reaction product. The product is: [C:1]1([S:7]([NH:10][C:11]([C:13]2[C:14]([N:40]3[CH2:41][C@@H:42]([CH3:44])[CH2:43][C:39]3([CH3:45])[CH3:38])=[N:15][C:16]([C:19]3[CH:24]=[C:23]([O:25][CH2:26][CH:27]([CH3:29])[CH3:28])[CH:22]=[C:21]([F:30])[CH:20]=3)=[CH:17][CH:18]=2)=[O:12])(=[O:9])=[O:8])[CH:6]=[CH:5][CH:4]=[CH:3][CH:2]=1.